Predict the reaction yield, written as a fraction of the theoretical maximum amount of product (1.0 means a 100% yield; for example, 0.34 means a 34% yield). From a dataset of Reaction yield outcomes from USPTO patents with 853,638 reactions. (1) The reactants are [CH3:1][O:2][C:3]([C@@:5]1([C:18]2[CH:23]=[CH:22][CH:21]=[C:20]([F:24])[C:19]=2[CH3:25])[CH2:9][CH2:8][C:7](OS(C(F)(F)F)(=O)=O)=[CH:6]1)=[O:4].[CH3:26][C:27]1[C:31]2[CH:32]=[C:33](B3OC(C)(C)C(C)(C)O3)[CH:34]=[CH:35][C:30]=2[O:29][N:28]=1. No catalyst specified. The product is [F:24][C:20]1[C:19]([CH3:25])=[C:18]([C@:5]2([C:3]([O:2][CH3:1])=[O:4])[CH2:9][CH2:8][C:7]([C:33]3[CH:34]=[CH:35][C:30]4[O:29][N:28]=[C:27]([CH3:26])[C:31]=4[CH:32]=3)=[CH:6]2)[CH:23]=[CH:22][CH:21]=1. The yield is 0.820. (2) The reactants are O/[N:2]=[CH:3]/[C:4]1[C:12]2[C:7](=[CH:8][CH:9]=[CH:10][CH:11]=2)[NH:6][C:5]=1[C:13]([O:15][CH3:16])=[O:14].N1C=CC=CC=1.CS(Cl)(=O)=O. The catalyst is O1CCOCC1.O. The product is [C:3]([C:4]1[C:12]2[C:7](=[CH:8][CH:9]=[CH:10][CH:11]=2)[NH:6][C:5]=1[C:13]([O:15][CH3:16])=[O:14])#[N:2]. The yield is 0.760. (3) The reactants are [CH3:1][CH:2]([NH:4][C:5]1[N:13]=[C:12]2[C:8]([N:9]=[C:10]([NH:21][C:22]3[C:27]([F:28])=[CH:26][C:25]([F:29])=[CH:24][C:23]=3[F:30])[N:11]2[C@@H:14]([CH3:20])[CH2:15][CH2:16][C:17]([NH2:19])=[O:18])=[CH:7][N:6]=1)[CH3:3].CC(NC1N=C2C(N=C(NC3C(F)=CC(F)=CC=3F)N2[C@H](C)CCC(OC)=O)=CN=1)C. No catalyst specified. The product is [CH3:3][CH:2]([NH:4][C:5]1[N:13]=[C:12]2[C:8]([N:9]=[C:10]([NH:21][C:22]3[C:23]([F:30])=[CH:24][C:25]([F:29])=[CH:26][C:27]=3[F:28])[N:11]2[C@H:14]([CH3:20])[CH2:15][CH2:16][C:17]([NH2:19])=[O:18])=[CH:7][N:6]=1)[CH3:1]. The yield is 0.570.